From a dataset of Full USPTO retrosynthesis dataset with 1.9M reactions from patents (1976-2016). Predict the reactants needed to synthesize the given product. (1) Given the product [CH:1]1([C:4]2[C:9]([C:10]([OH:12])=[O:11])=[CH:8][N:7]=[C:6]([C:14]3[C:22]4[C:17](=[CH:18][CH:19]=[C:20]([C:23]5[O:24][C:25]([NH:28][CH:29]([CH3:31])[CH3:30])=[N:26][N:27]=5)[CH:21]=4)[N:16]([S:32]([C:35]4[CH:41]=[CH:40][C:38]([CH3:39])=[CH:37][CH:36]=4)(=[O:33])=[O:34])[CH:15]=3)[N:5]=2)[CH2:3][CH2:2]1, predict the reactants needed to synthesize it. The reactants are: [CH:1]1([C:4]2[C:9]([C:10]([O:12]C)=[O:11])=[CH:8][N:7]=[C:6]([C:14]3[C:22]4[C:17](=[CH:18][CH:19]=[C:20]([C:23]5[O:24][C:25]([NH:28][CH:29]([CH3:31])[CH3:30])=[N:26][N:27]=5)[CH:21]=4)[N:16]([S:32]([C:35]4[CH:41]=[CH:40][C:38]([CH3:39])=[CH:37][CH:36]=4)(=[O:34])=[O:33])[CH:15]=3)[N:5]=2)[CH2:3][CH2:2]1.C1COCC1.O.[OH-].[Li+].Cl. (2) Given the product [CH:1]1([C:6]2[CH:11]=[CH:10][C:9]([S:12]([NH:17][C:18]3[CH:22]=[CH:21][S:20][C:19]=3[C:23]([O:25][CH3:26])=[O:24])(=[O:14])=[O:13])=[C:8]([F:16])[CH:7]=2)[CH2:5][CH2:4][CH2:3][CH2:2]1, predict the reactants needed to synthesize it. The reactants are: [CH:1]1([C:6]2[CH:11]=[CH:10][C:9]([S:12](Cl)(=[O:14])=[O:13])=[C:8]([F:16])[CH:7]=2)[CH2:5][CH2:4][CH2:3][CH2:2]1.[NH2:17][C:18]1[CH:22]=[CH:21][S:20][C:19]=1[C:23]([O:25][CH3:26])=[O:24].N1C=CC=CC=1. (3) Given the product [Br:1][C:2]1[C:7]([CH3:8])=[CH:6][C:5]2[NH:9][CH:13]=[N:10][C:4]=2[CH:3]=1, predict the reactants needed to synthesize it. The reactants are: [Br:1][C:2]1[CH:3]=[C:4]([NH2:10])[C:5]([NH2:9])=[CH:6][C:7]=1[CH3:8].[OH-].[Na+].[CH:13](O)=O. (4) Given the product [CH3:1][C:2]1[CH2:7][CH2:6][CH:5]([C:8]([Cl:10])=[O:9])[CH2:4][CH:3]=1.[CH3:11][O:12][C:13]([C:15]1[S:16][C:17]([C:24]2[CH:25]=[CH:26][C:27]([F:30])=[CH:28][CH:29]=2)=[CH:18][C:19]=1[N:20]([CH:21]([CH3:23])[CH3:22])[C:8]([CH:5]1[CH2:6][CH2:7][C:2]([CH3:1])=[CH:3][CH2:4]1)=[O:9])=[O:14], predict the reactants needed to synthesize it. The reactants are: [CH3:1][C:2]1[CH2:7][CH2:6][CH:5]([C:8]([Cl:10])=[O:9])[CH2:4][CH:3]=1.[CH3:11][O:12][C:13]([C:15]1[S:16][C:17]([C:24]2[CH:29]=[CH:28][C:27]([F:30])=[CH:26][CH:25]=2)=[CH:18][C:19]=1[NH:20][CH:21]([CH3:23])[CH3:22])=[O:14].